This data is from CYP1A2 inhibition data for predicting drug metabolism from PubChem BioAssay. The task is: Regression/Classification. Given a drug SMILES string, predict its absorption, distribution, metabolism, or excretion properties. Task type varies by dataset: regression for continuous measurements (e.g., permeability, clearance, half-life) or binary classification for categorical outcomes (e.g., BBB penetration, CYP inhibition). Dataset: cyp1a2_veith. (1) The compound is Cc1cnc(CNc2ncnc3ccc(-c4cccc(C#N)c4)cc23)cn1. The result is 1 (inhibitor). (2) The compound is CS(=O)(=O)O.Cc1c(C(=O)c2cccc3ccccc23)c2cccc3c2n1[C@H](CN1CCOCC1)CO3. The result is 0 (non-inhibitor). (3) The molecule is CN(C)Cc1ccccc1-c1cc(-n2ccnc2)ncn1. The result is 1 (inhibitor). (4) The drug is COc1ccc(C=C(C#N)C#N)cc1. The result is 1 (inhibitor).